From a dataset of Reaction yield outcomes from USPTO patents with 853,638 reactions. Predict the reaction yield, written as a fraction of the theoretical maximum amount of product (1.0 means a 100% yield; for example, 0.34 means a 34% yield). The reactants are [C:1]([C:5]1[O:9][N:8]=[C:7]([NH:10][C:11]([NH:13][C:14]2[CH:19]=[CH:18][CH:17]=[C:16]([O:20][C:21]3[C:30]4[C:25](=[CH:26][C:27]([O:32][CH3:33])=[C:28]([OH:31])[CH:29]=4)[N:24]=[CH:23][N:22]=3)[CH:15]=2)=[O:12])[CH:6]=1)([CH3:4])([CH3:3])[CH3:2].[CH2:34]([CH:36]1[O:38][CH2:37]1)Cl. No catalyst specified. The product is [C:1]([C:5]1[O:9][N:8]=[C:7]([NH:10][C:11]([NH:13][C:14]2[CH:19]=[CH:18][CH:17]=[C:16]([O:20][C:21]3[C:30]4[C:25](=[CH:26][C:27]([O:32][CH3:33])=[C:28]([O:31][CH2:34][C@H:36]5[CH2:37][O:38]5)[CH:29]=4)[N:24]=[CH:23][N:22]=3)[CH:15]=2)=[O:12])[CH:6]=1)([CH3:4])([CH3:2])[CH3:3]. The yield is 0.440.